From a dataset of Forward reaction prediction with 1.9M reactions from USPTO patents (1976-2016). Predict the product of the given reaction. (1) Given the reactants [Cl:1][C:2]1[C:3]([F:9])=[C:4]([CH:6]=[CH:7][CH:8]=1)[NH2:5].NC1C=CC=CC=1.[CH2:17]([C:21]1[CH:26]=[CH:25][C:24](B(O)O)=[CH:23][CH:22]=1)[CH2:18][CH2:19][CH3:20].[F-].[Cs+], predict the reaction product. The product is: [ClH:1].[CH2:17]([C:21]1[CH:26]=[CH:25][C:24]([C:2]2[CH:8]=[CH:7][CH:6]=[C:4]([NH2:5])[C:3]=2[F:9])=[CH:23][CH:22]=1)[CH2:18][CH2:19][CH3:20]. (2) Given the reactants [C:1]([C:4]1[C:9](=[O:10])[C:8]([O:11][CH3:12])=[CH:7][N:6]([C:13]2[CH:18]=[CH:17][C:16]([N:19]3[CH:23]=[CH:22][CH:21]=[N:20]3)=[CH:15][C:14]=2[F:24])[N:5]=1)(=O)[CH3:2].[CH3:25]C(O)=O.Cl.[Cl:30][C:31]1[CH:32]=[C:33]([NH:37][NH2:38])[CH:34]=[CH:35][CH:36]=1, predict the reaction product. The product is: [Cl:30][C:31]1[CH:32]=[C:33]([N:37]2[C:1]([C:4]3[C:9](=[O:10])[C:8]([O:11][CH3:12])=[CH:7][N:6]([C:13]4[CH:18]=[CH:17][C:16]([N:19]5[CH:23]=[CH:22][CH:21]=[N:20]5)=[CH:15][C:14]=4[F:24])[N:5]=3)=[CH:2][CH:25]=[N:38]2)[CH:34]=[CH:35][CH:36]=1.